From a dataset of M1 muscarinic receptor antagonist screen with 61,756 compounds. Binary Classification. Given a drug SMILES string, predict its activity (active/inactive) in a high-throughput screening assay against a specified biological target. The molecule is s1c2n(nc(c2cc1C(=O)Nc1sc(c(n1)C)C(OCC)=O)C)c1ccccc1. The result is 0 (inactive).